This data is from Reaction yield outcomes from USPTO patents with 853,638 reactions. The task is: Predict the reaction yield, written as a fraction of the theoretical maximum amount of product (1.0 means a 100% yield; for example, 0.34 means a 34% yield). (1) The reactants are O1CCNCCOB1[C:9]1[C:10]([C:19]([F:22])([F:21])[F:20])=[CH:11][C:12]([NH:15][C:16](=[O:18])[CH3:17])=[N:13][CH:14]=1.Cl[C:24]1[N:29]=[C:28]([N:30]2[CH2:35][CH2:34][O:33][CH2:32][CH2:31]2)[N:27]=[C:26]([N:36]2[CH2:41][CH2:40][O:39][CH2:38][CH2:37]2)[CH:25]=1.C([O-])([O-])=O.[K+].[K+]. The catalyst is C(COC)OC.O.C([O-])(=O)C.[Pd+2].C([O-])(=O)C.C1(P(C2C=CC=CC=2)C2C=CC=CC=2)C=CC=CC=1. The product is [O:33]1[CH2:34][CH2:35][N:30]([C:28]2[N:29]=[C:24]([C:9]3[C:10]([C:19]([F:20])([F:21])[F:22])=[CH:11][C:12]([NH:15][C:16](=[O:18])[CH3:17])=[N:13][CH:14]=3)[CH:25]=[C:26]([N:36]3[CH2:37][CH2:38][O:39][CH2:40][CH2:41]3)[N:27]=2)[CH2:31][CH2:32]1. The yield is 1.00. (2) The reactants are [O:1]1[C:5]2[CH:6]=[CH:7][C:8]([C:10]3[CH:15]=[CH:14][C:13]([C:16]4[N:17]([CH2:22][C@@H:23]5[CH2:27][CH2:26][N:25]([C:28]([CH:30]6[CH2:32][CH2:31]6)=[O:29])[CH2:24]5)[C:18](=[O:21])[NH:19][N:20]=4)=[C:12]([F:33])[CH:11]=3)=[CH:9][C:4]=2[CH:3]=[CH:2]1.[C:34]([O-])([O-])=O.[K+].[K+].IC. The catalyst is CC#N. The product is [O:1]1[C:5]2[CH:6]=[CH:7][C:8]([C:10]3[CH:15]=[CH:14][C:13]([C:16]4[N:17]([CH2:22][C@@H:23]5[CH2:27][CH2:26][N:25]([C:28]([CH:30]6[CH2:31][CH2:32]6)=[O:29])[CH2:24]5)[C:18](=[O:21])[N:19]([CH3:34])[N:20]=4)=[C:12]([F:33])[CH:11]=3)=[CH:9][C:4]=2[CH:3]=[CH:2]1. The yield is 0.412. (3) The reactants are [C:1]1([C:14](O)=[O:15])[C:13]2[CH2:12][C:11]3[C:6](=[CH:7][CH:8]=[CH:9][CH:10]=3)[C:5]=2[CH:4]=[CH:3][CH:2]=1.[CH3:17][C:18]1[N:19]=[CH:20][N:21]([C:23]2[CH:24]=[C:25]([CH:27]=[CH:28][CH:29]=2)[NH2:26])[CH:22]=1.Cl.C(N=C=NCCCN(C)C)C. The catalyst is ClCCl.CN(C)C1C=CN=CC=1. The product is [CH3:17][C:18]1[N:19]=[CH:20][N:21]([C:23]2[CH:24]=[C:25]([NH:26][C:14]([C:1]3[C:13]4[CH2:12][C:11]5[C:6](=[CH:7][CH:8]=[CH:9][CH:10]=5)[C:5]=4[CH:4]=[CH:3][CH:2]=3)=[O:15])[CH:27]=[CH:28][CH:29]=2)[CH:22]=1. The yield is 0.292. (4) The reactants are [CH3:1][C:2]1C2C(=O)OC(=O)[NH:7][C:6]=2[CH:5]=[CH:4][CH:3]=1.O=[C:15]([CH3:22])[CH2:16][C:17]([O:19][CH2:20][CH3:21])=[O:18].[OH-].[Na+].O=P(Cl)(Cl)[Cl:27].O1[CH2:35][CH2:34]OCC1. No catalyst specified. The product is [Cl:27][C:15]1[C:22]2[C:6](=[CH:5][CH:4]=[CH:3][C:2]=2[CH3:1])[N:7]=[C:34]([CH3:35])[C:16]=1[C:17]([O:19][CH2:20][CH3:21])=[O:18]. The yield is 0.260. (5) The reactants are O1CCCCC1[N:7]1[C:15]2[C:10](=[CH:11][C:12]([C:16]#[N:17])=[CH:13][CH:14]=2)[C:9]([CH2:18][CH2:19][C:20]2[CH:25]=[CH:24][CH:23]=[CH:22][CH:21]=2)=[N:8]1.[N:26]([Sn](CCCC)(CCCC)CCCC)=[N+:27]=[N-:28]. The catalyst is C1(C)C=CC=CC=1. The product is [C:20]1([CH2:19][CH2:18][C:9]2[C:10]3[C:15](=[CH:14][CH:13]=[C:12]([C:16]4[N:17]=[N:26][NH:27][N:28]=4)[CH:11]=3)[NH:7][N:8]=2)[CH:25]=[CH:24][CH:23]=[CH:22][CH:21]=1. The yield is 0.370. (6) The yield is 0.910. The reactants are [Cl:1][CH2:2][C:3]1[N:7]([NH2:8])[C:6]([CH2:9]Cl)=[N:5][N:4]=1.[Cl:11]CC1C(C)=C(CCl)C(C)=CC=1C.[NH2:24][C:25]([NH2:27])=[S:26]. The product is [ClH:1].[ClH:11].[NH2:8][N:7]1[C:3]([CH2:2][NH:24][C:25]([SH:26])=[NH:27])=[N:4][N:5]=[C:6]1[CH2:9][NH:27][C:25]([SH:26])=[NH:24]. No catalyst specified. (7) The reactants are [CH2:1]([O:3][C:4]([C:6]1[N:7]=[N:8][C:9]([Cl:13])=[CH:10][C:11]=1Cl)=[O:5])[CH3:2].[N:14]1([C:19]2[N:24]=[C:23]([NH2:25])[CH:22]=[CH:21][CH:20]=2)[CH:18]=[CH:17][N:16]=[N:15]1.CC1(C)C2C(=C(P(C3C=CC=CC=3)C3C=CC=CC=3)C=CC=2)OC2C(P(C3C=CC=CC=3)C3C=CC=CC=3)=CC=CC1=2.C(=O)([O-])[O-].[Cs+].[Cs+]. The catalyst is O1CCOCC1.C(=O)(O)[O-].[Na+].C1C=CC(/C=C/C(/C=C/C2C=CC=CC=2)=O)=CC=1.C1C=CC(/C=C/C(/C=C/C2C=CC=CC=2)=O)=CC=1.C1C=CC(/C=C/C(/C=C/C2C=CC=CC=2)=O)=CC=1.[Pd].[Pd]. The product is [CH2:1]([O:3][C:4]([C:6]1[N:7]=[N:8][C:9]([Cl:13])=[CH:10][C:11]=1[NH:25][C:23]1[CH:22]=[CH:21][CH:20]=[C:19]([N:14]2[CH:18]=[CH:17][N:16]=[N:15]2)[N:24]=1)=[O:5])[CH3:2]. The yield is 0.150. (8) The reactants are NC1C=CC([C:8]2[C:13]([S:14]([NH2:17])(=[O:16])=[O:15])=[CH:12][CH:11]=[C:10]([NH2:18])[CH:9]=2)=CC=1.[CH2:19]([O:23][C:24]1[CH:29]=[CH:28][C:27]([N:30]=[C:31]=[O:32])=[CH:26][CH:25]=1)[CH2:20][CH2:21][CH3:22].[K+].[Br-].NC(N)=O. No catalyst specified. The product is [CH3:22][CH2:21][CH2:20][CH2:19][O:23][C:24]1[CH:29]=[CH:28][C:27]([NH:30][C:31]([NH:18][C:10]2[CH:11]=[CH:12][C:13]([S:14]([NH2:17])(=[O:15])=[O:16])=[CH:8][CH:9]=2)=[O:32])=[CH:26][CH:25]=1. The yield is 0.460. (9) The product is [CH3:13][C:12]1[N:7]2[CH:8]=[CH:9][C:4]([N+:1]([O-:3])=[O:2])=[CH:5][C:6]2=[N:10][N:11]=1. The catalyst is O1CCCC1. The reactants are [N+:1]([C:4]1[CH:9]=[CH:8][N:7]=[C:6]([NH:10][NH:11][C:12](=O)[CH3:13])[CH:5]=1)([O-:3])=[O:2].[OH-].COC(NS([N+](CC)(CC)CC)(=O)=O)=O. The yield is 0.800. (10) The reactants are [C:1]([O:5][C:6]([NH:8][C@H:9]([C:20]([O:22][CH:23]1[CH2:27][CH2:26][CH2:25][CH2:24]1)=[O:21])[CH2:10][CH2:11][O:12][Si](C(C)(C)C)(C)C)=[O:7])([CH3:4])([CH3:3])[CH3:2].C(OCC)(=O)C. The catalyst is C(O)(=O)C.C1COCC1.O. The product is [OH:12][CH2:11][CH2:10][C@H:9]([NH:8][C:6]([O:5][C:1]([CH3:4])([CH3:3])[CH3:2])=[O:7])[C:20]([O:22][CH:23]1[CH2:24][CH2:25][CH2:26][CH2:27]1)=[O:21]. The yield is 0.950.